This data is from Catalyst prediction with 721,799 reactions and 888 catalyst types from USPTO. The task is: Predict which catalyst facilitates the given reaction. The catalyst class is: 10. Reactant: Cl[C:2]1[C:7]([CH2:8][CH2:9][OH:10])=[C:6]([Cl:11])[N:5]=[C:4]([S:12][CH3:13])[N:3]=1.[F:14][C:15]1([F:20])[CH2:18][CH:17]([NH2:19])[CH2:16]1.CCN(C(C)C)C(C)C. Product: [Cl:11][C:6]1[C:7]([CH2:8][CH2:9][OH:10])=[C:2]([NH:19][CH:17]2[CH2:18][C:15]([F:20])([F:14])[CH2:16]2)[N:3]=[C:4]([S:12][CH3:13])[N:5]=1.